Task: Binary Classification. Given a drug SMILES string, predict its activity (active/inactive) in a high-throughput screening assay against a specified biological target.. Dataset: HIV replication inhibition screening data with 41,000+ compounds from the AIDS Antiviral Screen (1) The drug is O=C(NNC(=O)C(=Cc1cccc([N+](=O)[O-])c1)NC(=O)c1ccccc1)Nc1ccc(Cl)cc1. The result is 0 (inactive). (2) The drug is COc1cccc2c1C(=O)c1ccc3cc(CCl)cc(O)c3c1C2=O. The result is 0 (inactive). (3) The compound is c1csc(-c2cscc2-c2ccsc2)c1. The result is 0 (inactive). (4) The compound is CC(C)CC1C(OCc2ccccc2)COS(=O)N1C(C)c1ccccc1. The result is 0 (inactive). (5) The molecule is Clc1cc2n[se]nc2cc1Cl. The result is 0 (inactive).